Task: Predict which catalyst facilitates the given reaction.. Dataset: Catalyst prediction with 721,799 reactions and 888 catalyst types from USPTO Reactant: [F:1][C:2]1[CH:3]=[C:4]2[C:9](=[O:10])[O:8][C:6](=O)[C:5]2=[CH:11][CH:12]=1.C1(N=C=N)CCCCC1.Cl.[CH3:23][O:24][C:25]1[CH:26]=[C:27]([N:39]2C(=O)C3C(=CC=C(OC4C=CC=CC=4)C=3)C2=O)[CH:28]=[CH:29][C:30]=1[O:31][CH2:32][CH2:33][N:34]1[CH2:38][CH2:37][CH2:36][CH2:35]1. Product: [F:1][C:2]1[CH:3]=[C:4]2[C:5](=[CH:11][CH:12]=1)[C:6](=[O:8])[N:39]([C:27]1[CH:28]=[CH:29][C:30]([O:31][CH2:32][CH2:33][N:34]3[CH2:35][CH2:36][CH2:37][CH2:38]3)=[C:25]([O:24][CH3:23])[CH:26]=1)[C:9]2=[O:10]. The catalyst class is: 112.